Task: Predict the product of the given reaction.. Dataset: Forward reaction prediction with 1.9M reactions from USPTO patents (1976-2016) (1) Given the reactants [C:1]([O:5][C:6](=[O:15])[NH:7][C:8]1[S:9][C:10]([CH2:13][OH:14])=[CH:11][N:12]=1)([CH3:4])([CH3:3])[CH3:2].C1C=C[NH+]=CC=1.C1C=C[NH+]=CC=1.[O-][Cr](O[Cr]([O-])(=O)=O)(=O)=O.C1COCC1, predict the reaction product. The product is: [C:1]([O:5][C:6](=[O:15])[NH:7][C:8]1[S:9][C:10]([CH:13]=[O:14])=[CH:11][N:12]=1)([CH3:4])([CH3:2])[CH3:3]. (2) Given the reactants Br[C:2]1[C:10]2[C:5](=[N:6][CH:7]=[CH:8][CH:9]=2)[S:4][C:3]=1[S:11]([C:14]1[CH:15]=[C:16]([CH:20]=[C:21]([F:23])[CH:22]=1)[C:17]#[N+:18][O-:19])(=[O:13])=[O:12].C(O)C.[Cl:27][C:28]1[CH:33]=[CH:32][C:31](B(O)O)=[CH:30][CH:29]=1.C([O-])([O-])=O.[Na+].[Na+], predict the reaction product. The product is: [Cl:27][C:28]1[CH:33]=[CH:32][C:31]([C:2]2[C:10]3[C:5](=[N:6][CH:7]=[CH:8][CH:9]=3)[S:4][C:3]=2[S:11]([C:14]2[CH:15]=[C:16]([CH:20]=[C:21]([F:23])[CH:22]=2)[C:17]#[N+:18][O-:19])(=[O:13])=[O:12])=[CH:30][CH:29]=1. (3) Given the reactants [CH3:1][S:2]([NH:5][C:6]1[CH:21]=[CH:20][C:9]2[NH:10][C:11]([CH2:16][C:17](O)=[O:18])=[N:12][S:13](=[O:15])(=[O:14])[C:8]=2[CH:7]=1)(=[O:4])=[O:3].[F:22][C:23]1[CH:28]=[CH:27][C:26]([CH2:29][NH:30][C@H:31]2[CH:41]3[CH:35]4[CH:36]5[CH2:37][CH:38]6[CH:40]3[CH:39]6[CH:33]([CH:34]45)[C@H:32]2[C:42](OC)=[O:43])=[CH:25][CH:24]=1.Cl.CN(C)CCCN=C=NCC.C(N(CC)CC)C.Cl, predict the reaction product. The product is: [F:22][C:23]1[CH:28]=[CH:27][C:26]([CH2:29][N:30]2[C:17](=[O:18])[C:16]([C:11]3[NH:10][C:9]4[CH:20]=[CH:21][C:6]([NH:5][S:2]([CH3:1])(=[O:4])=[O:3])=[CH:7][C:8]=4[S:13](=[O:15])(=[O:14])[N:12]=3)=[C:42]([OH:43])[C@H:32]3[C@@H:31]2[CH:41]2[CH:40]4[CH:39]5[CH:33]3[CH:34]3[CH:36]([CH2:37][CH:38]45)[CH:35]23)=[CH:25][CH:24]=1. (4) Given the reactants [CH:1]1([CH2:6][N:7]([C:10]2[N:17]=[C:16](C)[C:15]([N+]([O-])=O)=[CH:14][C:11]=2[C:12]#[N:13])[CH2:8][CH3:9])[CH2:5][CH2:4][CH2:3][CH2:2]1.C(O[CH:25](OCC)[N:26]([CH3:28])[CH3:27])C.[H-].[Na+].IC, predict the reaction product. The product is: [CH:1]1([CH2:6][N:7]([C:10]2[N:17]=[C:16]3[CH:15]=[CH:27][N:26]([CH3:28])[C:25]3=[CH:14][C:11]=2[C:12]#[N:13])[CH2:8][CH3:9])[CH2:2][CH2:3][CH2:4][CH2:5]1. (5) Given the reactants Cl[C:2]1[CH:3]=[CH:4][C:5]([I:9])=[C:6]([OH:8])[CH:7]=1.Br[CH2:11][C:12]([O:14][CH3:15])=[O:13].C(=O)([O-])[O-].[K+].[K+].[ClH:22], predict the reaction product. The product is: [Cl:22][C:3]1[CH:2]=[CH:7][C:6]([O:8][CH2:11][C:12]([O:14][CH3:15])=[O:13])=[C:5]([I:9])[CH:4]=1.